From a dataset of NCI-60 drug combinations with 297,098 pairs across 59 cell lines. Regression. Given two drug SMILES strings and cell line genomic features, predict the synergy score measuring deviation from expected non-interaction effect. (1) Drug 1: CC(CN1CC(=O)NC(=O)C1)N2CC(=O)NC(=O)C2. Drug 2: C1=CC=C(C(=C1)C(C2=CC=C(C=C2)Cl)C(Cl)Cl)Cl. Cell line: KM12. Synergy scores: CSS=30.6, Synergy_ZIP=-1.12, Synergy_Bliss=3.60, Synergy_Loewe=2.76, Synergy_HSA=5.34. (2) Drug 1: COC1=NC(=NC2=C1N=CN2C3C(C(C(O3)CO)O)O)N. Drug 2: CC1CCCC2(C(O2)CC(NC(=O)CC(C(C(=O)C(C1O)C)(C)C)O)C(=CC3=CSC(=N3)C)C)C. Cell line: MCF7. Synergy scores: CSS=27.5, Synergy_ZIP=3.54, Synergy_Bliss=3.94, Synergy_Loewe=-19.0, Synergy_HSA=0.326.